From a dataset of Forward reaction prediction with 1.9M reactions from USPTO patents (1976-2016). Predict the product of the given reaction. (1) The product is: [Cl:23][C:21]1[CH:20]=[CH:19][C:18]([O:24][CH2:25][C:26]2[C:31]([F:32])=[CH:30][CH:29]=[CH:28][C:27]=2[F:33])=[C:17]([C:12]2[N:11]([C:6]3[CH:5]=[C:4]([CH:9]=[C:8]([NH2:10])[CH:7]=3)[C:3]([OH:34])=[O:2])[C:15]([CH3:16])=[CH:14][CH:13]=2)[CH:22]=1. Given the reactants C[O:2][C:3](=[O:34])[C:4]1[CH:9]=[C:8]([NH2:10])[CH:7]=[C:6]([N:11]2[C:15]([CH3:16])=[CH:14][CH:13]=[C:12]2[C:17]2[CH:22]=[C:21]([Cl:23])[CH:20]=[CH:19][C:18]=2[O:24][CH2:25][C:26]2[C:31]([F:32])=[CH:30][CH:29]=[CH:28][C:27]=2[F:33])[CH:5]=1, predict the reaction product. (2) Given the reactants [Cl:1][C:2]1[CH:26]=[CH:25][C:5]([CH2:6][N:7]2[CH2:15][C:14]3[C:9](=[C:10]([CH3:23])[CH:11]=[C:12]([C:16]4[O:20][N:19]=[C:18]([CH2:21]Cl)[N:17]=4)[CH:13]=3)[C:8]2=[O:24])=[CH:4][CH:3]=1.C([O-])([O-])=O.[K+].[K+].C(OC([N:40]1[CH2:45][C@@H:44]2[CH2:46][C@H:41]1[CH2:42][NH:43]2)=O)(C)(C)C, predict the reaction product. The product is: [Cl:1][C:2]1[CH:3]=[CH:4][C:5]([CH2:6][N:7]2[CH2:15][C:14]3[C:9](=[C:10]([CH3:23])[CH:11]=[C:12]([C:16]4[O:20][N:19]=[C:18]([CH2:21][N:40]5[CH2:45][CH:44]6[CH2:46][CH:41]5[CH2:42][NH:43]6)[N:17]=4)[CH:13]=3)[C:8]2=[O:24])=[CH:25][CH:26]=1. (3) Given the reactants Cl.[NH2:2][C:3]1([C:7]([O:9][CH2:10][CH3:11])=[O:8])[CH2:6][CH2:5][CH2:4]1.CCN(CC)CC.[Cl:19][C:20]1[C:29]2[C:24](=[CH:25][CH:26]=[C:27]([S:30](Cl)(=[O:32])=[O:31])[CH:28]=2)[C:23]([Cl:34])=[CH:22][N:21]=1, predict the reaction product. The product is: [Cl:19][C:20]1[C:29]2[C:24](=[CH:25][CH:26]=[C:27]([S:30]([NH:2][C:3]3([C:7]([O:9][CH2:10][CH3:11])=[O:8])[CH2:6][CH2:5][CH2:4]3)(=[O:32])=[O:31])[CH:28]=2)[C:23]([Cl:34])=[CH:22][N:21]=1. (4) Given the reactants [C:1]([N:3]1[C:11]2[C:6](=[CH:7][CH:8]=[CH:9][C:10]=2[F:12])[C:5]([CH:13]([CH3:15])[CH3:14])=[N:4]1)#[CH:2].[N:16]([CH:19]1[CH2:24][CH2:23][N:22]([C:25]([O:27][C:28]([CH3:31])([CH3:30])[CH3:29])=[O:26])[CH2:21][CH2:20]1)=[N+:17]=[N-:18].C(O)(C)(C)C.O, predict the reaction product. The product is: [F:12][C:10]1[CH:9]=[CH:8][CH:7]=[C:6]2[C:11]=1[N:3]([C:1]1[N:18]=[N:17][N:16]([CH:19]3[CH2:20][CH2:21][N:22]([C:25]([O:27][C:28]([CH3:31])([CH3:30])[CH3:29])=[O:26])[CH2:23][CH2:24]3)[CH:2]=1)[N:4]=[C:5]2[CH:13]([CH3:15])[CH3:14]. (5) Given the reactants [CH3:1][C:2]1([CH3:13])[O:11][C:10]2[C:5](=[CH:6][N:7]=[CH:8][CH:9]=2)[CH:4]2[O:12][CH:3]12.[C:14]1([C:20]2[NH:21][CH:22]=[CH:23][N:24]=2)[CH:19]=[CH:18][CH:17]=[CH:16][CH:15]=1, predict the reaction product. The product is: [CH3:1][C:2]1([CH3:13])[O:11][C:10]2[CH:9]=[CH:8][N:7]=[CH:6][C:5]=2[CH:4]([N:21]2[CH:22]=[CH:23][N:24]=[C:20]2[C:14]2[CH:19]=[CH:18][CH:17]=[CH:16][CH:15]=2)[CH:3]1[OH:12]. (6) Given the reactants [Br:1][C:2]1[C:7]([CH3:8])=[CH:6][C:5](I)=[CH:4][N:3]=1.C1(C)C=CC=CC=1P(C1C=CC=CC=1C)C1C=CC=CC=1C.C(N(C(C)C)CC)(C)C.[C:41]([O:45][CH2:46][CH3:47])(=[O:44])[CH:42]=[CH2:43], predict the reaction product. The product is: [Br:1][C:2]1[N:3]=[CH:4][C:5](/[CH:43]=[CH:42]/[C:41]([O:45][CH2:46][CH3:47])=[O:44])=[CH:6][C:7]=1[CH3:8]. (7) Given the reactants [F:1][C:2]1[CH:7]=[C:6]([I:8])[CH:5]=[CH:4][C:3]=1[NH:9][C:10]1[C:11]([C:18]([OH:20])=O)=[N:12][N:13]([CH3:17])[C:14](=[O:16])[CH:15]=1.CN(C)C=O.C(Cl)(=O)CC([Cl:30])=O, predict the reaction product. The product is: [F:1][C:2]1[CH:7]=[C:6]([I:8])[CH:5]=[CH:4][C:3]=1[NH:9][C:10]1[C:11]([C:18]([Cl:30])=[O:20])=[N:12][N:13]([CH3:17])[C:14](=[O:16])[CH:15]=1.